Task: Regression. Given a peptide amino acid sequence and an MHC pseudo amino acid sequence, predict their binding affinity value. This is MHC class I binding data.. Dataset: Peptide-MHC class I binding affinity with 185,985 pairs from IEDB/IMGT (1) The peptide sequence is RPVSPGKDI. The MHC is HLA-B15:01 with pseudo-sequence HLA-B15:01. The binding affinity (normalized) is 0.0847. (2) The binding affinity (normalized) is 0.0847. The peptide sequence is NPKLRNCRI. The MHC is HLA-B57:01 with pseudo-sequence HLA-B57:01. (3) The peptide sequence is NHINVRLSL. The MHC is HLA-B38:01 with pseudo-sequence HLA-B38:01. The binding affinity (normalized) is 0.681. (4) The peptide sequence is GVFEGIAVL. The MHC is HLA-A02:01 with pseudo-sequence HLA-A02:01. The binding affinity (normalized) is 0.745.